Task: Predict the reactants needed to synthesize the given product.. Dataset: Full USPTO retrosynthesis dataset with 1.9M reactions from patents (1976-2016) (1) Given the product [NH2:1][C:2]1[CH:9]=[CH:8][C:7]([C:10]2[N:15]=[C:14]3[NH:16][N:17]=[CH:18][C:13]3=[C:12]([CH:25]([F:27])[F:26])[CH:11]=2)=[CH:6][C:3]=1[C:4]#[N:5], predict the reactants needed to synthesize it. The reactants are: [NH2:1][C:2]1[CH:9]=[CH:8][C:7]([C:10]2[N:15]=[C:14]3[N:16](C4CCCCO4)[N:17]=[CH:18][C:13]3=[C:12]([CH:25]([F:27])[F:26])[CH:11]=2)=[CH:6][C:3]=1[C:4]#[N:5].Cl.C(=O)([O-])O.[Na+]. (2) Given the product [NH:6]1[CH2:7][CH2:8][CH:3]([CH2:2][NH:1][C:17]2[C:16]3[C:15](=[O:25])[C:14]4[C:23](=[CH:10][CH:11]=[CH:12][CH:13]=4)[C:22](=[O:24])[C:21]=3[CH:20]=[CH:19][CH:18]=2)[CH2:4][CH2:5]1, predict the reactants needed to synthesize it. The reactants are: [NH2:1][CH2:2][CH:3]1[CH2:8][CH2:7][NH:6][CH2:5][CH2:4]1.Cl[C:10]1[C:23]2[C:22](=[O:24])[C:21]3[C:16](=[CH:17][CH:18]=[CH:19][CH:20]=3)[C:15](=[O:25])[C:14]=2[CH:13]=[CH:12][CH:11]=1. (3) Given the product [CH2:9]1[C:10]2[C:15](=[CH:14][CH:13]=[CH:12][CH:11]=2)[CH2:16][NH:8]1, predict the reactants needed to synthesize it. The reactants are: C(OC([N:8]1[CH2:16][C:15]2[C:10](=[CH:11][CH:12]=[CH:13][CH:14]=2)[CH:9]1C1C=C(Cl)C=CC=1OCC=C)=O)(C)(C)C.CN1C(=O)CC(=O)N(C)C1=O. (4) Given the product [Cl:30][C:31]1[CH:36]=[CH:35][C:34]([NH:37][S:38]([C:41]([F:44])([F:43])[F:42])(=[O:40])=[O:39])=[C:33]([C:45](=[N:15][O:14][CH2:13][CH:7]2[CH2:12][CH2:11][CH2:10][CH2:9][CH2:8]2)[CH2:46][CH3:47])[CH:32]=1, predict the reactants needed to synthesize it. The reactants are: CN(C)CCN.[CH:7]1([CH2:13][O:14][N:15]2C(=O)C3=CC=CC=C3C2=O)[CH2:12][CH2:11][CH2:10][CH2:9][CH2:8]1.C(O)(=O)C.[Cl:30][C:31]1[CH:36]=[CH:35][C:34]([NH:37][S:38]([C:41]([F:44])([F:43])[F:42])(=[O:40])=[O:39])=[C:33]([C:45](=O)[CH2:46][CH3:47])[CH:32]=1.